From a dataset of Forward reaction prediction with 1.9M reactions from USPTO patents (1976-2016). Predict the product of the given reaction. (1) Given the reactants [CH2:1]([O:8][C:9]1[CH:14]=[CH:13][C:12]([N:15]2[C:19]([CH3:20])=[C:18]([C:21](O)=[O:22])[N:17]=[C:16]2[C:24]2[CH:29]=[CH:28][C:27]([Cl:30])=[CH:26][C:25]=2[Cl:31])=[CH:11][CH:10]=1)[C:2]1[CH:7]=[CH:6][CH:5]=[CH:4][CH:3]=1.S(Cl)(Cl)=O.[OH:36][CH:37]1[CH2:42][CH2:41][CH2:40][N:39]([NH2:43])[CH2:38]1.C(N(CC)CC)C.[OH-].[Na+], predict the reaction product. The product is: [OH:36][CH:37]1[CH2:42][CH2:41][CH2:40][N:39]([NH:43][C:21]([C:18]2[N:17]=[C:16]([C:24]3[CH:29]=[CH:28][C:27]([Cl:30])=[CH:26][C:25]=3[Cl:31])[N:15]([C:12]3[CH:11]=[CH:10][C:9]([O:8][CH2:1][C:2]4[CH:3]=[CH:4][CH:5]=[CH:6][CH:7]=4)=[CH:14][CH:13]=3)[C:19]=2[CH3:20])=[O:22])[CH2:38]1. (2) Given the reactants [OH:1][C@H:2]1[CH2:10][C:9]2[C:4](=[CH:5][CH:6]=[CH:7][CH:8]=2)[C@H:3]1[C:11](OC)=[O:12].[Li+].[BH4-].C(=O)(O)[O-].[Na+], predict the reaction product. The product is: [OH:12][CH2:11][C@@H:3]1[C:4]2[C:9](=[CH:8][CH:7]=[CH:6][CH:5]=2)[CH2:10][C@@H:2]1[OH:1]. (3) Given the reactants C(OC([N:8]([C:25]1[CH:30]=[CH:29][N:28]=[C:27](Cl)[N:26]=1)[C:9]1[CH:10]=[C:11]2[C:15](=[CH:16][CH:17]=1)[N:14]([C:18]([O:20][C:21]([CH3:24])([CH3:23])[CH3:22])=[O:19])[N:13]=[CH:12]2)=O)(C)(C)C.[C:32]([C:35]1[CH:40]=[CH:39][C:38](B(O)O)=[CH:37][CH:36]=1)(=[O:34])[CH3:33].C([O-])([O-])=O.[Na+].[Na+].CC(OC(OC(OC(C)(C)C)=O)=O)(C)C, predict the reaction product. The product is: [C:32]([C:35]1[CH:40]=[CH:39][C:38]([C:27]2[N:26]=[C:25]([NH:8][C:9]3[CH:10]=[C:11]4[C:15](=[CH:16][CH:17]=3)[N:14]([C:18]([O:20][C:21]([CH3:23])([CH3:24])[CH3:22])=[O:19])[N:13]=[CH:12]4)[CH:30]=[CH:29][N:28]=2)=[CH:37][CH:36]=1)(=[O:34])[CH3:33]. (4) Given the reactants [C:1]([C:5]1[N:6]=[C:7]([N:22]2[CH2:27][CH2:26]O[CH2:24][CH2:23]2)[C:8]2[N:13]=[N:12][N:11]([CH2:14][C:15]3[CH:20]=[CH:19][CH:18]=[CH:17][C:16]=3[Cl:21])[C:9]=2[N:10]=1)([CH3:4])([CH3:3])[CH3:2].C([C:32]1[N:33]=C(Cl)C2N=NN(CC3C=CC=CC=3Cl)C=2N=1)(C)(C)C.Cl.N1CCC[C@H]1C#N, predict the reaction product. The product is: [C:1]([C:5]1[N:6]=[C:7]([N:22]2[CH2:27][CH2:26][CH2:24][C@H:23]2[C:32]#[N:33])[C:8]2[N:13]=[N:12][N:11]([CH2:14][C:15]3[CH:20]=[CH:19][CH:18]=[CH:17][C:16]=3[Cl:21])[C:9]=2[N:10]=1)([CH3:4])([CH3:3])[CH3:2]. (5) Given the reactants Br[CH2:2][C:3]([C:5]1[CH:10]=[CH:9][C:8]([S:11]([CH3:14])(=[O:13])=[O:12])=[CH:7][CH:6]=1)=O.[S:15]1[CH:19]=[CH:18][C:17]([C:20]2[CH:25]=[CH:24][C:23]([CH2:26][C:27]([OH:29])=[O:28])=[CH:22][CH:21]=2)=[CH:16]1.C1CCN2C(=NCCC2)CC1.Cl, predict the reaction product. The product is: [S:15]1[CH:19]=[CH:18][C:17]([C:20]2[CH:21]=[CH:22][C:23]([C:26]3[C:27](=[O:29])[O:28][CH2:2][C:3]=3[C:5]3[CH:6]=[CH:7][C:8]([S:11]([CH3:14])(=[O:13])=[O:12])=[CH:9][CH:10]=3)=[CH:24][CH:25]=2)=[CH:16]1. (6) Given the reactants [CH2:1]([NH:8][C:9](=O)[CH2:10][C:11]1[CH:16]=[CH:15][CH:14]=[CH:13][CH:12]=1)[CH2:2][CH2:3][CH2:4][CH2:5][CH2:6][CH3:7].B.CSC.Cl, predict the reaction product. The product is: [C:11]1([CH2:10][CH2:9][NH:8][CH2:1][CH2:2][CH2:3][CH2:4][CH2:5][CH2:6][CH3:7])[CH:16]=[CH:15][CH:14]=[CH:13][CH:12]=1. (7) Given the reactants [O:1]=[C:2]1[N:6]([CH:7]2[CH2:12][CH2:11][N:10]([C:13]([O:15][C@@H:16]([C:27]([OH:29])=O)[CH2:17][C:18]3[CH:23]=[C:22]([CH3:24])[C:21]([OH:25])=[C:20]([CH3:26])[CH:19]=3)=[O:14])[CH2:9][CH2:8]2)[N:5]=[C:4]([C:30]2[CH:35]=[CH:34][CH:33]=[CH:32][CH:31]=2)[NH:3]1.CN(C(ON1N=NC2C=CC=CC1=2)=[N+](C)C)C.[B-](F)(F)(F)F.C(N(CC)CC)C.[O:65]1[CH2:70][CH2:69][CH:68]([N:71]2[CH2:76][CH2:75][NH:74][CH2:73][CH2:72]2)[CH2:67][CH2:66]1, predict the reaction product. The product is: [O:1]=[C:2]1[N:6]([CH:7]2[CH2:8][CH2:9][N:10]([C:13]([O:15][C@H:16]([CH2:17][C:18]3[CH:19]=[C:20]([CH3:26])[C:21]([OH:25])=[C:22]([CH3:24])[CH:23]=3)[C:27](=[O:29])[N:74]3[CH2:73][CH2:72][N:71]([CH:68]4[CH2:69][CH2:70][O:65][CH2:66][CH2:67]4)[CH2:76][CH2:75]3)=[O:14])[CH2:11][CH2:12]2)[N:5]=[C:4]([C:30]2[CH:35]=[CH:34][CH:33]=[CH:32][CH:31]=2)[NH:3]1. (8) Given the reactants Cl[S:2]([C:5]1[CH:6]=[C:7]([CH:17]=[CH:18][CH:19]=1)[C:8]([O:10][CH2:11][CH2:12][Si:13]([CH3:16])([CH3:15])[CH3:14])=[O:9])(=[O:4])=[O:3].ClCCl.[NH2:23][C:24]1[CH:33]=[CH:32][C:27]([C:28]([O:30][CH3:31])=[O:29])=[CH:26][N:25]=1, predict the reaction product. The product is: [CH3:14][Si:13]([CH3:16])([CH3:15])[CH2:12][CH2:11][O:10][C:8]([C:7]1[CH:6]=[C:5]([S:2]([NH:23][C:24]2[CH:33]=[CH:32][C:27]([C:28]([O:30][CH3:31])=[O:29])=[CH:26][N:25]=2)(=[O:4])=[O:3])[CH:19]=[CH:18][CH:17]=1)=[O:9].